This data is from Peptide-MHC class I binding affinity with 185,985 pairs from IEDB/IMGT. The task is: Regression. Given a peptide amino acid sequence and an MHC pseudo amino acid sequence, predict their binding affinity value. This is MHC class I binding data. The peptide sequence is ERAFQNWSV. The MHC is HLA-A30:01 with pseudo-sequence HLA-A30:01. The binding affinity (normalized) is 0.213.